From a dataset of Retrosynthesis with 50K atom-mapped reactions and 10 reaction types from USPTO. Predict the reactants needed to synthesize the given product. (1) Given the product O=C(Nc1cc(C(F)(F)F)cc(C(F)(F)F)c1)N1CCN(c2nsnc2OCc2ccncc2)CC1, predict the reactants needed to synthesize it. The reactants are: O=C=Nc1cc(C(F)(F)F)cc(C(F)(F)F)c1.c1cc(COc2nsnc2N2CCNCC2)ccn1. (2) Given the product COC(=O)CN1C(=O)N(C(C)C)C(=O)C1(C)c1ccccc1, predict the reactants needed to synthesize it. The reactants are: CC(C)N1C(=O)NC(C)(c2ccccc2)C1=O.COC(=O)CBr. (3) Given the product Cn1cc(C(=O)Nc2ccc(F)cc2-c2ccc(Cl)c(F)c2)c(C(F)F)n1, predict the reactants needed to synthesize it. The reactants are: Cn1cc(C(=O)O)c(C(F)F)n1.Nc1ccc(F)cc1-c1ccc(Cl)c(F)c1. (4) Given the product CC(C)(C)[Si](C)(C)OC1CN(c2c(Cl)ccc3c2CCN(C(=O)C(F)(F)F)CC3)C1, predict the reactants needed to synthesize it. The reactants are: CC(C)(C)[Si](C)(C)OC1CNC1.O=C(N1CCc2ccc(Cl)c(OS(=O)(=O)C(F)(F)F)c2CC1)C(F)(F)F. (5) The reactants are: CC1CCCC(N2CCCC2)C1.CCI. Given the product CC[N+]1(C2CCCC(C)C2)CCCC1, predict the reactants needed to synthesize it. (6) Given the product O=C(Nc1ccn(-c2cccc(F)c2F)n1)c1ccccc1Br, predict the reactants needed to synthesize it. The reactants are: Nc1ccn(-c2cccc(F)c2F)n1.O=C(Cl)c1ccccc1Br. (7) Given the product CN(c1ccc2c(c1)nc(NC(=O)c1ccccc1)n2C)c1ccnc(Nc2ccc(CS(C)(=O)=O)cc2)n1, predict the reactants needed to synthesize it. The reactants are: CN(c1ccc2c(c1)nc(N)n2C)c1ccnc(Nc2ccc(CS(C)(=O)=O)cc2)n1.O=C(O)c1ccccc1. (8) Given the product NC(=O)c1ccccc1NC(=O)c1ccc(-c2ccccc2)c(F)c1, predict the reactants needed to synthesize it. The reactants are: NC(=O)c1ccccc1N.O=C(O)c1ccc(-c2ccccc2)c(F)c1. (9) Given the product ClCCCN1CCC(n2ccc3ccccc32)CC1, predict the reactants needed to synthesize it. The reactants are: ClCCCBr.c1ccc2c(c1)ccn2C1CCNCC1. (10) Given the product COCC1(C)Cc2c(Oc3ccc(C(=O)N(C)C)c(F)c3)cc(C(=O)OC(C)(C)C)cc2O1, predict the reactants needed to synthesize it. The reactants are: CI.CN(C)C(=O)c1ccc(Oc2cc(C(=O)OC(C)(C)C)cc3c2CC(C)(CO)O3)cc1F.